Predict the reactants needed to synthesize the given product. From a dataset of Full USPTO retrosynthesis dataset with 1.9M reactions from patents (1976-2016). (1) Given the product [CH3:34][O:36][C:37](=[O:40])[CH2:38][O:1][C:2]1[CH:7]=[CH:6][C:5]([C:8]2[CH:9]=[CH:10][C:11]([S:14]([CH3:17])(=[O:16])=[O:15])=[CH:12][CH:13]=2)=[CH:4][C:3]=1[CH2:18][CH2:19][NH:20][C:21]([C:23]1[C:32]([OH:33])=[CH:31][C:30]2[C:25](=[CH:26][CH:27]=[CH:28][CH:29]=2)[CH:24]=1)=[O:22], predict the reactants needed to synthesize it. The reactants are: [OH:1][C:2]1[CH:7]=[CH:6][C:5]([C:8]2[CH:13]=[CH:12][C:11]([S:14]([CH3:17])(=[O:16])=[O:15])=[CH:10][CH:9]=2)=[CH:4][C:3]=1[CH2:18][CH2:19][NH:20][C:21]([C:23]1[C:32]([OH:33])=[CH:31][C:30]2[C:25](=[CH:26][CH:27]=[CH:28][CH:29]=2)[CH:24]=1)=[O:22].[CH2:34]([O:36][C:37](=[O:40])[CH2:38]Br)C.C([O-])([O-])=O.[Cs+].[Cs+]. (2) Given the product [C:1]([O:5][C:6](=[O:17])[CH2:7][O:8][C:9]1[CH:14]=[CH:13][C:12]([C:25]([F:28])([F:27])[F:26])=[CH:11][C:10]=1[Br:16])([CH3:4])([CH3:3])[CH3:2], predict the reactants needed to synthesize it. The reactants are: [C:1]([O:5][C:6](=[O:17])[CH2:7][O:8][C:9]1[CH:14]=[CH:13][C:12](Cl)=[CH:11][C:10]=1[Br:16])([CH3:4])([CH3:3])[CH3:2].BrC1C=C([C:25]([F:28])([F:27])[F:26])C=CC=1O.BrCC(OC(C)(C)C)=O. (3) Given the product [CH:12]1[C:8]2[CH2:9][CH2:10][C:11]3[CH:1]=[CH:2][CH:3]=[CH:4][C:5]=3[C:6](=[CH:16][C:17]3[CH:18]=[CH:19][C:20]([O:24][CH3:25])=[C:21]([NH:23][S:27]([CH3:26])(=[O:29])=[O:28])[CH:22]=3)[C:7]=2[CH:15]=[CH:14][CH:13]=1, predict the reactants needed to synthesize it. The reactants are: [CH:1]1[C:11]2[CH2:10][CH2:9][C:8]3[CH:12]=[CH:13][CH:14]=[CH:15][C:7]=3[C:6](=[CH:16][C:17]3[CH:18]=[CH:19][C:20]([O:24][CH3:25])=[C:21]([NH2:23])[CH:22]=3)[C:5]=2[CH:4]=[CH:3][CH:2]=1.[CH3:26][S:27](Cl)(=[O:29])=[O:28].